Task: Predict the reaction yield, written as a fraction of the theoretical maximum amount of product (1.0 means a 100% yield; for example, 0.34 means a 34% yield).. Dataset: Reaction yield outcomes from USPTO patents with 853,638 reactions (1) The reactants are [CH3:1][O:2][C:3]1[CH:8]=[CH:7][C:6]([C:9]2[C:13]3[CH2:14][C:15]4[S:16][C:17]([C:20]5[CH:21]=[N:22][CH:23]=[CH:24][CH:25]=5)=[CH:18][C:19]=4[C:12]=3[N:11](COCC[Si](C)(C)C)[N:10]=2)=[CH:5][CH:4]=1.Cl. The catalyst is CO. The product is [CH3:1][O:2][C:3]1[CH:4]=[CH:5][C:6]([C:9]2[C:13]3[CH2:14][C:15]4[S:16][C:17]([C:20]5[CH:21]=[N:22][CH:23]=[CH:24][CH:25]=5)=[CH:18][C:19]=4[C:12]=3[NH:11][N:10]=2)=[CH:7][CH:8]=1. The yield is 0.990. (2) The reactants are [CH2:1]([C:3]([C:7]1[CH:19]=[CH:18][C:10]2[N:11]=[C:12]([NH:14][C:15](=[O:17])[CH3:16])[S:13][C:9]=2[CH:8]=1)(O)[CH2:4][CH3:5])[CH3:2].[NH:20]1[C:28]2[C:23](=[CH:24][CH:25]=[CH:26][C:27]=2[NH:29][S:30]([CH3:33])(=[O:32])=[O:31])[CH:22]=[CH:21]1.C(O)(C(F)(F)F)=O. The catalyst is C(Cl)Cl. The product is [CH2:1]([C:3]([C:7]1[CH:19]=[CH:18][C:10]2[N:11]=[C:12]([NH:14][C:15](=[O:17])[CH3:16])[S:13][C:9]=2[CH:8]=1)([C:22]1[C:23]2[C:28](=[C:27]([NH:29][S:30]([CH3:33])(=[O:31])=[O:32])[CH:26]=[CH:25][CH:24]=2)[NH:20][CH:21]=1)[CH2:4][CH3:5])[CH3:2]. The yield is 0.320. (3) The reactants are [CH3:1][C:2]1[NH:3][C:4]2[C:9]([CH:10]=1)=[CH:8][C:7]([C:11]([OH:13])=O)=[CH:6][CH:5]=2.[NH:14]1[CH2:19][CH2:18][CH2:17][C@@H:16]2[C:20]3[CH:21]=[CH:22][CH:23]=[CH:24][C:25]=3[CH2:26][C@H:15]12.F[P-](F)(F)(F)(F)F.N1(OC(N(C)C)=[N+](C)C)C2N=CC=CC=2N=N1. No catalyst specified. The product is [N:14]1([C:11]([C:7]2[CH:8]=[C:9]3[C:4](=[CH:5][CH:6]=2)[NH:3][C:2]([CH3:1])=[CH:10]3)=[O:13])[CH2:19][CH2:18][CH2:17][C@@H:16]2[C:20]3[CH:21]=[CH:22][CH:23]=[CH:24][C:25]=3[CH2:26][C@H:15]12. The yield is 0.390. (4) The reactants are [CH3:13][C:12]([O:11][C:9](O[C:9]([O:11][C:12]([CH3:15])([CH3:14])[CH3:13])=[O:10])=[O:10])([CH3:15])[CH3:14].[Br:16][C:17]1[CH:27]=[N:26][C:20]2[NH:21][CH2:22][C:23](=[O:25])[NH:24][C:19]=2[CH:18]=1.C(N(CC)CC)C. The catalyst is CC#N. The product is [C:12]([O:11][C:9]([N:21]1[CH2:22][C:23](=[O:25])[NH:24][C:19]2[CH:18]=[C:17]([Br:16])[CH:27]=[N:26][C:20]1=2)=[O:10])([CH3:13])([CH3:14])[CH3:15]. The yield is 0.160.